Dataset: Full USPTO retrosynthesis dataset with 1.9M reactions from patents (1976-2016). Task: Predict the reactants needed to synthesize the given product. Given the product [Si:1]([O:8][C@H:9]1[CH2:33][C@@H:32]2[C@:19]([CH3:36])([CH2:20][CH2:21][C@H:22]3[C@H:31]2[CH2:30][CH2:29][C:28]2[C@:23]3([CH3:35])[CH2:24][CH2:25][C:26](=[O:34])[CH:27]=2)[C@H:10]1[C@H:11]([CH3:18])[CH2:12][CH2:13][CH2:14][CH:15]([CH3:17])[CH3:16])([C:4]([CH3:5])([CH3:6])[CH3:7])([CH3:2])[CH3:3], predict the reactants needed to synthesize it. The reactants are: [Si:1]([O:8][C@H:9]1[CH2:33][C@@H:32]2[C@:19]([CH3:36])([CH2:20][CH2:21][C@H:22]3[C@H:31]2[CH2:30][CH:29]=[C:28]2[C@:23]3([CH3:35])[CH2:24][CH2:25][C@H:26]([OH:34])[CH2:27]2)[C@H:10]1[C@H:11]([CH3:18])[CH2:12][CH2:13][CH2:14][CH:15]([CH3:17])[CH3:16])([C:4]([CH3:7])([CH3:6])[CH3:5])([CH3:3])[CH3:2].CN1CCCCC1=O.O.